The task is: Predict the reaction yield, written as a fraction of the theoretical maximum amount of product (1.0 means a 100% yield; for example, 0.34 means a 34% yield).. This data is from Reaction yield outcomes from USPTO patents with 853,638 reactions. (1) The product is [OH:33][CH2:32][C:31]1[C:30]([N:34]2[C:46](=[O:47])[C:45]3[S:44][C:43]4[CH2:42][CH2:41][CH2:40][CH2:39][C:38]=4[C:37]=3[CH2:36][CH2:35]2)=[CH:29][N:28]=[CH:27][C:26]=1[C:4]1[CH:5]=[C:6]([NH:9][C:10]2[CH:15]=[CH:14][C:13]([N:16]3[CH2:17][CH2:18][N:19]([CH:22]4[CH2:25][O:24][CH2:23]4)[CH2:20][CH2:21]3)=[CH:12][N:11]=2)[C:7](=[O:8])[N:2]([CH3:1])[CH:3]=1. The yield is 0.650. The catalyst is CO. The reactants are [CH3:1][N:2]1[C:7](=[O:8])[C:6]([NH:9][C:10]2[CH:15]=[CH:14][C:13]([N:16]3[CH2:21][CH2:20][N:19]([CH:22]4[CH2:25][O:24][CH2:23]4)[CH2:18][CH2:17]3)=[CH:12][N:11]=2)=[CH:5][C:4]([C:26]2[CH:27]=[N:28][CH:29]=[C:30]([N:34]3[C:46](=[O:47])[C:45]4[S:44][C:43]5[CH2:42][CH2:41][CH2:40][CH2:39][C:38]=5[C:37]=4[CH2:36][CH2:35]3)[C:31]=2[CH:32]=[O:33])=[CH:3]1.[BH4-].[Na+]. (2) The reactants are [F:1][C:2]1[CH:3]=[C:4]([C:10]2[C:15]([C:16]3[CH:21]=[CH:20][C:19]([O:22][CH3:23])=[CH:18][CH:17]=3)=[N:14][NH:13][C:12](=[O:24])[CH:11]=2)[CH:5]=[CH:6][C:7]=1[O:8][CH3:9].[Cl:25][C:26]1[CH:35]=[CH:34][C:29]([CH:30]=[CH:31][CH2:32]Cl)=[CH:28][CH:27]=1. No catalyst specified. The product is [Cl:25][C:26]1[CH:35]=[CH:34][C:29]([CH:30]=[CH:31][CH2:32][N:13]2[C:12](=[O:24])[CH:11]=[C:10]([C:4]3[CH:5]=[CH:6][C:7]([O:8][CH3:9])=[C:2]([F:1])[CH:3]=3)[C:15]([C:16]3[CH:17]=[CH:18][C:19]([O:22][CH3:23])=[CH:20][CH:21]=3)=[N:14]2)=[CH:28][CH:27]=1. The yield is 0.587. (3) The product is [Cl:15][C:2]1[C:7]([C:8]([O:10][CH2:11][CH3:12])=[O:9])=[CH:6][N:5]=[CH:4][N:3]=1. The yield is 0.990. The catalyst is C1COCC1. The reactants are O[C:2]1[C:7]([C:8]([O:10][CH2:11][CH3:12])=[O:9])=[CH:6][N:5]=[CH:4][N:3]=1.S(Cl)([Cl:15])=O. (4) The reactants are [Br:1][C:2]1[CH:7]=[CH:6][C:5]([C:8]2[CH:16]=[CH:15][CH:14]=[C:13]3[C:9]=2[CH2:10][C:11](=[O:17])[NH:12]3)=[CH:4][CH:3]=1.[N:18]1([CH2:23][CH2:24][NH:25][C:26]([C:28]2[CH:32]=[C:31]([CH3:33])[NH:30][C:29]=2[CH:34]=O)=[O:27])[CH:22]=[CH:21][N:20]=[N:19]1. The catalyst is C(O)C.N1CCCCC1. The product is [N:18]1([CH2:23][CH2:24][NH:25][C:26]([C:28]2[CH:32]=[C:31]([CH3:33])[NH:30][C:29]=2[CH:34]=[C:10]2[C:9]3[C:13](=[CH:14][CH:15]=[CH:16][C:8]=3[C:5]3[CH:4]=[CH:3][C:2]([Br:1])=[CH:7][CH:6]=3)[NH:12][C:11]2=[O:17])=[O:27])[CH:22]=[CH:21][N:20]=[N:19]1. The yield is 0.680. (5) The reactants are C[O:2][C:3](=[O:44])[C:4]1[CH:9]=[CH:8][C:7]([O:10][CH2:11][CH2:12][CH2:13][O:14]/[N:15]=[CH:16]/[C:17]2[CH:22]=[CH:21][C:20]([C:23]([CH3:26])([CH3:25])[CH3:24])=[CH:19][CH:18]=2)=[CH:6][C:5]=1[NH:27][C:28](=[O:43])[C:29]1[CH:34]=[C:33]([C:35]([F:38])([F:37])[F:36])[CH:32]=[C:31]([C:39]([F:42])([F:41])[F:40])[CH:30]=1.[OH-].[Na+].O. The catalyst is C(O)C. The product is [F:36][C:35]([F:37])([F:38])[C:33]1[CH:34]=[C:29]([CH:30]=[C:31]([C:39]([F:41])([F:40])[F:42])[CH:32]=1)[C:28]([NH:27][C:5]1[CH:6]=[C:7]([O:10][CH2:11][CH2:12][CH2:13][O:14]/[N:15]=[CH:16]/[C:17]2[CH:22]=[CH:21][C:20]([C:23]([CH3:24])([CH3:25])[CH3:26])=[CH:19][CH:18]=2)[CH:8]=[CH:9][C:4]=1[C:3]([OH:44])=[O:2])=[O:43]. The yield is 0.450. (6) The reactants are [CH3:1][C:2]1[CH:7]=[C:6]([N+:8]([O-:10])=[O:9])[C:5]([O:11][CH3:12])=[CH:4][C:3]=1[N:13]1[CH2:18][CH2:17][N:16](C(OC(C)(C)C)=O)[CH2:15][CH2:14]1.FC(F)(F)C(O)=O.C[O-].[Na+]. The catalyst is ClCCl.CO. The product is [CH3:1][C:2]1[CH:7]=[C:6]([N+:8]([O-:10])=[O:9])[C:5]([O:11][CH3:12])=[CH:4][C:3]=1[N:13]1[CH2:18][CH2:17][NH:16][CH2:15][CH2:14]1. The yield is 0.980. (7) The reactants are [NH:1]1[C:9]2[C:4](=[CH:5][CH:6]=[CH:7][CH:8]=2)[CH2:3][C:2]1=[O:10].[Li]CCCC.CCCCCC.[CH3:22][N:23]([CH3:34])[C:24]1[CH:25]=[C:26]2[C:31](=[CH:32][CH:33]=1)[C:29](=O)[O:28][CH2:27]2.Cl.[OH-].[Na+]. The catalyst is COCCOC. The product is [CH3:22][N:23]([CH3:34])[C:24]1[CH:25]=[C:26]2[C:31](=[CH:32][CH:33]=1)[C:29](=[C:3]1[C:4]3[C:9](=[CH:8][CH:7]=[CH:6][CH:5]=3)[NH:1][C:2]1=[O:10])[O:28][CH2:27]2. The yield is 0.600.